From a dataset of Full USPTO retrosynthesis dataset with 1.9M reactions from patents (1976-2016). Predict the reactants needed to synthesize the given product. (1) Given the product [OH:10][CH2:9][CH:5]1[CH2:6][CH2:7][CH2:8][N:4]1[CH2:3][CH2:2][NH:1][C:19]1[C:18]2[C:17](=[O:27])[C:16]3[C:25](=[CH:12][CH:13]=[CH:14][CH:15]=3)[C:24](=[O:26])[C:23]=2[CH:22]=[CH:21][CH:20]=1, predict the reactants needed to synthesize it. The reactants are: [NH2:1][CH2:2][CH2:3][N:4]1[CH2:8][CH2:7][CH2:6][CH:5]1[CH2:9][OH:10].Cl[C:12]1[C:25]2[C:24](=[O:26])[C:23]3[C:18](=[CH:19][CH:20]=[CH:21][CH:22]=3)[C:17](=[O:27])[C:16]=2[CH:15]=[CH:14][CH:13]=1. (2) Given the product [Cl:21][C:16]1[CH:15]=[C:14]([C@H:12]2[C:11]3[C:6](=[CH:7][CH:8]=[CH:9][CH:10]=3)[CH:5]=[C:4]([CH:2]([NH2:1])[CH3:3])[CH2:13]2)[CH:19]=[CH:18][C:17]=1[Cl:20], predict the reactants needed to synthesize it. The reactants are: [NH2:1][CH:2]([CH:4]1[CH2:13][C@@H:12]([C:14]2[CH:19]=[CH:18][C:17]([Cl:20])=[C:16]([Cl:21])[CH:15]=2)[C:11]2[C:6](=[CH:7][CH:8]=[CH:9][CH:10]=2)[CH:5]1O)[CH3:3].C(O)(C(F)(F)F)=O. (3) Given the product [C:1]([O:5][C:6](=[O:20])[NH:7][CH2:8][CH2:9][N:10]1[C:18]2[C:17]([NH:34][C:33]3[CH:35]=[CH:36][C:30]([O:29][C:28]4[CH:38]=[CH:39][CH:40]=[C:26](/[CH:25]=[CH:24]/[CH:21]5[CH2:23][CH2:22]5)[CH:27]=4)=[C:31]([CH3:37])[CH:32]=3)=[N:16][CH:15]=[N:14][C:13]=2[CH:12]=[CH:11]1)([CH3:4])([CH3:3])[CH3:2], predict the reactants needed to synthesize it. The reactants are: [C:1]([O:5][C:6](=[O:20])[NH:7][CH2:8][CH2:9][N:10]1[C:18]2[C:17](Cl)=[N:16][CH:15]=[N:14][C:13]=2[CH:12]=[CH:11]1)([CH3:4])([CH3:3])[CH3:2].[CH:21]1(/[CH:24]=[CH:25]/[C:26]2[CH:27]=[C:28]([CH:38]=[CH:39][CH:40]=2)[O:29][C:30]2[CH:36]=[CH:35][C:33]([NH2:34])=[CH:32][C:31]=2[CH3:37])[CH2:23][CH2:22]1.